From a dataset of Experimentally validated miRNA-target interactions with 360,000+ pairs, plus equal number of negative samples. Binary Classification. Given a miRNA mature sequence and a target amino acid sequence, predict their likelihood of interaction. (1) The miRNA is mmu-miR-126a-5p with sequence CAUUAUUACUUUUGGUACGCG. The protein sequence of the target gene is MADPEVVVSSCSSHEEENRCNFNQQTSPSEELLLEDQMRRKLKFFFMNPCEKFWARGRKPWKLAIQILKIAMVTIQLVLFGLSNQMVVAFKEENTIAFKHLFLKGYMDRMDDTYAVYTQSDVYDQLIFAVNQYLQLYNVSVGNHAYENKGTKQSAMAICQHFYKRGNIYPGNDTFDIDPEIETECFFVEPDEPFHIGTPAENKLNLTLDFHRLLTVELQFKLKAINLQTVRHQELPDCYDFTLTITFDNKAHSGRIKISLDNDISIRECKDWHVSGSIQKNTHYMMIFDAFVILTCLVSL.... Result: 0 (no interaction). (2) The miRNA is hsa-miR-1197 with sequence UAGGACACAUGGUCUACUUCU. The protein sequence of the target gene is MLKVSALLCVCAAAWCSQTLAAAAAVAVAGGRSDGGNFLDEKQWLTTISQYDKEVGQWNKFRDEVEDDYFRTWNPGKPFDQALDPAKDPCLKTKCSRHKVCITQDAQTALCISHRRLTHSMKEVGGSHKQWRGLPSSTCKPCPIAYASPVCGSDGHSYSSQCKLEYQACVLGKQISIKCEGRCPCPSDKSMNIGRNVKRACSDLEFREVANRLRDWFKALHESGSQNKKTKALLRPERSRFDTSILPICKDSLGWMFNRLDTNYDLLLDQSELGSIYLDKNEQCTKAFFNSCDTYKDSLI.... Result: 0 (no interaction). (3) The miRNA is mmu-miR-1933-3p with sequence CCAGGACCAUCAGUGUGACUAU. The protein sequence of the target gene is MLPPLPSRLGLLLLLLLCPAHVGGLWWAVGSPLVMDPTSICRKARRLAGRQAELCQAEPEVVAELARGARLGVRECQFQFRFRRWNCSSHSKAFGRILQQDIRETAFVFAITAAGASHAVTQACSMGELLQCGCQAPRGRAPPRPSGLPGTPGPPGPAGSPEGSAAWEWGGCGDDVDFGDEKSRLFMDARHKRGRGDIRALVQLHNNEAGRLAVRSHTRTECKCHGLSGSCALRTCWQKLPPFREVGARLLERFHGASRVMGTNDGKALLPAVRTLKPPGRADLLYAADSPDFCAPNRRT.... Result: 0 (no interaction). (4) The protein sequence of the target gene is MRLLAAALLLLLLALCASRVDGSKCKCSRKGPKIRYSDVKKLEMKPKYPHCEEKMVIVTTKSMSRYRGQEHCLHPKLQSTKRFIKWYNAWNEKRRVYEE. Result: 0 (no interaction). The miRNA is mmu-miR-6920-5p with sequence ACACAAUGGAAAGACUGCUUGU.